This data is from NCI-60 drug combinations with 297,098 pairs across 59 cell lines. The task is: Regression. Given two drug SMILES strings and cell line genomic features, predict the synergy score measuring deviation from expected non-interaction effect. Drug 1: CN(C)C1=NC(=NC(=N1)N(C)C)N(C)C. Drug 2: CCC1(CC2CC(C3=C(CCN(C2)C1)C4=CC=CC=C4N3)(C5=C(C=C6C(=C5)C78CCN9C7C(C=CC9)(C(C(C8N6C)(C(=O)OC)O)OC(=O)C)CC)OC)C(=O)OC)O.OS(=O)(=O)O. Cell line: CCRF-CEM. Synergy scores: CSS=50.5, Synergy_ZIP=11.0, Synergy_Bliss=13.3, Synergy_Loewe=-34.5, Synergy_HSA=11.0.